This data is from Full USPTO retrosynthesis dataset with 1.9M reactions from patents (1976-2016). The task is: Predict the reactants needed to synthesize the given product. (1) Given the product [CH3:1][C:2]1[CH:7]=[CH:6][C:5]([CH3:8])=[CH:4][C:3]=1[NH:9][C:10]1[N:15]2[N:16]=[CH:17][C:18]([C:19]([NH:43][S:40]([CH:37]3[CH2:39][CH2:38]3)(=[O:42])=[O:41])=[O:20])=[C:14]2[N:13]=[CH:12][C:11]=1[C:22]([N:24]1[CH2:25][CH2:26][CH:27]([C:30]2[CH:35]=[CH:34][C:33]([F:36])=[CH:32][CH:31]=2)[CH2:28][CH2:29]1)=[O:23], predict the reactants needed to synthesize it. The reactants are: [CH3:1][C:2]1[CH:7]=[CH:6][C:5]([CH3:8])=[CH:4][C:3]=1[NH:9][C:10]1[N:15]2[N:16]=[CH:17][C:18]([C:19](O)=[O:20])=[C:14]2[N:13]=[CH:12][C:11]=1[C:22]([N:24]1[CH2:29][CH2:28][CH:27]([C:30]2[CH:35]=[CH:34][C:33]([F:36])=[CH:32][CH:31]=2)[CH2:26][CH2:25]1)=[O:23].[CH:37]1([S:40]([NH2:43])(=[O:42])=[O:41])[CH2:39][CH2:38]1. (2) Given the product [Cl:20][C:21]1[CH:26]=[CH:25][CH:24]=[C:23]2[C:22]=1[C:27]([CH3:42])([CH3:41])[C:28](=[O:29])[C:30]([C:36]([O:38][CH2:39][CH3:40])=[O:37])=[C:31]2[OH:33], predict the reactants needed to synthesize it. The reactants are: O=P12OP3(OP(OP(O3)(O1)=O)(=O)O2)=O.OS(O)(=O)=O.[Cl:20][C:21]1[CH:26]=[CH:25][CH:24]=[CH:23][C:22]=1[C:27]([CH3:42])([CH3:41])[C:28]([CH:30]([C:36]([O:38][CH2:39][CH3:40])=[O:37])[C:31]([O:33]CC)=O)=[O:29]. (3) Given the product [CH2:30]([O:37][CH2:38][C@@H:39]([N:44]([CH3:45])[C:21](=[O:23])[C:20]1[CH:19]=[CH:18][C:17]([C:8]2[C:7]3[CH:26]=[C:27]([O:28][CH3:29])[C:4]([O:3][CH2:1][CH3:2])=[CH:5][C:6]=3[C@@H:15]3[C@@H:10]([CH2:11][CH2:12][N:13]([CH3:16])[CH2:14]3)[N:9]=2)=[CH:25][CH:24]=1)[CH2:40][CH:41]([CH3:42])[CH3:43])[C:31]1[CH:36]=[CH:35][CH:34]=[CH:33][CH:32]=1, predict the reactants needed to synthesize it. The reactants are: [CH2:1]([O:3][C:4]1[C:27]([O:28][CH3:29])=[CH:26][C:7]2[C:8]([C:17]3[CH:25]=[CH:24][C:20]([C:21]([OH:23])=O)=[CH:19][CH:18]=3)=[N:9][C@H:10]3[C@@H:15]([C:6]=2[CH:5]=1)[CH2:14][N:13]([CH3:16])[CH2:12][CH2:11]3)[CH3:2].[CH2:30]([O:37][CH2:38][C@@H:39]([NH:44][CH3:45])[CH2:40][CH:41]([CH3:43])[CH3:42])[C:31]1[CH:36]=[CH:35][CH:34]=[CH:33][CH:32]=1. (4) Given the product [OH:4][CH2:3][C@@H:2]([NH:1][S:17]([C:8]1[C:9]([N+:14]([O-:16])=[O:15])=[CH:10][C:11]([CH3:13])=[CH:12][C:7]=1[CH3:6])(=[O:18])=[O:19])[CH3:5], predict the reactants needed to synthesize it. The reactants are: [NH2:1][C@@H:2]([CH3:5])[CH2:3][OH:4].[CH3:6][C:7]1[CH:12]=[C:11]([CH3:13])[CH:10]=[C:9]([N+:14]([O-:16])=[O:15])[C:8]=1[S:17](Cl)(=[O:19])=[O:18].C(N(CC)CC)C. (5) Given the product [F:10][C:9]([F:11])([F:12])[C:7]1[CH:6]=[C:5]([NH:13][C:14](=[O:30])[CH2:15][N:16]2[C:21](=[O:22])[C:20]3[C:23]([CH3:29])=[C:24]([C:26]([N:52]4[CH2:51][CH2:50][N:49]([C:44]5[CH:45]=[CH:46][CH:47]=[CH:48][C:43]=5[F:42])[CH2:54][CH2:53]4)=[O:28])[S:25][C:19]=3[N:18]=[CH:17]2)[CH:4]=[C:3]([C:2]([F:32])([F:31])[F:1])[CH:8]=1, predict the reactants needed to synthesize it. The reactants are: [F:1][C:2]([F:32])([F:31])[C:3]1[CH:4]=[C:5]([NH:13][C:14](=[O:30])[CH2:15][N:16]2[C:21](=[O:22])[C:20]3[C:23]([CH3:29])=[C:24]([C:26]([OH:28])=O)[S:25][C:19]=3[N:18]=[CH:17]2)[CH:6]=[C:7]([C:9]([F:12])([F:11])[F:10])[CH:8]=1.CCN(C(C)C)C(C)C.[F:42][C:43]1[CH:48]=[CH:47][CH:46]=[CH:45][C:44]=1[N:49]1[CH2:54][CH2:53][NH:52][CH2:51][CH2:50]1.CN(C(ON1N=NC2C=CC=NC1=2)=[N+](C)C)C.F[P-](F)(F)(F)(F)F. (6) The reactants are: [CH2:1]([CH:3]([N:6]1[C:10]2=[N:11][C:12](C)=[C:13]([O:15][S:16]([C:19]([F:22])([F:21])[F:20])(=[O:18])=[O:17])[N:14]=[C:9]2[C:8]([CH3:24])=[N:7]1)[CH2:4][CH3:5])[CH3:2].C(C(N1C2=NC(OC)=[C:37]([OH:39])N=C2C(C)=N1)CC)C.S(OS(C(F)(F)F)(=O)=O)(C(F)(F)F)(=O)=O. Given the product [CH2:1]([CH:3]([N:6]1[C:10]2=[N:11][C:12]([O:39][CH3:37])=[C:13]([O:15][S:16]([C:19]([F:22])([F:21])[F:20])(=[O:18])=[O:17])[N:14]=[C:9]2[C:8]([CH3:24])=[N:7]1)[CH2:4][CH3:5])[CH3:2], predict the reactants needed to synthesize it.